Dataset: HIV replication inhibition screening data with 41,000+ compounds from the AIDS Antiviral Screen. Task: Binary Classification. Given a drug SMILES string, predict its activity (active/inactive) in a high-throughput screening assay against a specified biological target. (1) The molecule is O=C(O)C1=C(O)C(C(=O)O)C23CCCCCCCCCCC12C(C(=O)O)C(O)=C3C(=O)O. The result is 0 (inactive). (2) The drug is O=C(Cc1ccccc1)NN1C(=O)C(=Cc2ccccc2)SC1=Nc1ccccc1. The result is 0 (inactive). (3) The drug is Nc1ccc(S(=O)(=O)NC(=O)c2ccccc2)cc1. The result is 0 (inactive). (4) The result is 0 (inactive). The drug is COc1cc(C2C(Cl)C(=O)N2NC(=O)c2ccccc2O)ccc1O. (5) The compound is COC(=O)C(NC1(c2ccccc2)c2ccccc2-c2ccccc21)C(OC(=O)C1CCCN1S(=O)(=O)c1ccccc1)C(=O)OC. The result is 0 (inactive). (6) The result is 0 (inactive). The molecule is CCOC(=O)c1[nH]c2ccccc2c1C(=O)CC(NC(=O)C(F)(F)F)C(=O)OC. (7) The molecule is COc1ccc(NS(=O)CCc2ccccc2)cc1. The result is 0 (inactive). (8) The result is 1 (active). The drug is O=C(CC1OC(O)C(Cl)=C1Cl)c1cccnc1. (9) The result is 0 (inactive). The compound is c1ccc(SC2(Sc3ccccc3)CCCC2)cc1. (10) The compound is CCCCC1=C(C(=O)N2CCOCC2)C2(OCCO2)C1=O. The result is 0 (inactive).